Dataset: Full USPTO retrosynthesis dataset with 1.9M reactions from patents (1976-2016). Task: Predict the reactants needed to synthesize the given product. (1) The reactants are: [O:1]1[CH2:6][CH2:5][N:4]([C:7]2[CH:12]=[CH:11][C:10]([NH:13][C:14]3[N:19]=[CH:18][C:17]([CH2:20][C:21]([NH2:23])=[O:22])=[C:16]([NH:24][CH2:25][CH:26]4[CH2:30][CH2:29][CH2:28][NH:27]4)[CH:15]=3)=[CH:9][CH:8]=2)[CH2:3][CH2:2]1.[C:31](OC(=O)C)(=[O:33])[CH3:32].N1C=CC=CC=1.C(=O)(O)[O-].[Na+]. Given the product [C:31]([N:27]1[CH2:28][CH2:29][CH2:30][CH:26]1[CH2:25][NH:24][C:16]1[CH:15]=[C:14]([NH:13][C:10]2[CH:11]=[CH:12][C:7]([N:4]3[CH2:3][CH2:2][O:1][CH2:6][CH2:5]3)=[CH:8][CH:9]=2)[N:19]=[CH:18][C:17]=1[CH2:20][C:21]([NH2:23])=[O:22])(=[O:33])[CH3:32], predict the reactants needed to synthesize it. (2) The reactants are: [N+](C1C=CC(C(O)=O)=CC=1)([O-])=O.C1(P(C2C=CC=CC=2)C2C=CC=CC=2)C=CC=CC=1.CC(OC(/N=N/C(OC(C)C)=O)=O)C.O[Li].O.[C@H:49]1([OH:57])[CH2:56][CH2:55][CH2:54][O:53][CH2:52][O:51][CH2:50]1. Given the product [C@@H:49]1([OH:57])[CH2:56][CH2:55][CH2:54][O:53][CH2:52][O:51][CH2:50]1, predict the reactants needed to synthesize it. (3) Given the product [Cl:1][C:2]1[CH:3]=[CH:4][C:5]([O:18][C:23]([CH3:26])([CH3:25])[CH3:24])=[C:6]([CH2:8][C:9]2[N:14]=[C:13]([C:15]([OH:17])=[O:16])[CH:12]=[CH:11][CH:10]=2)[CH:7]=1, predict the reactants needed to synthesize it. The reactants are: [Cl:1][C:2]1[CH:3]=[CH:4][C:5]([OH:18])=[C:6]([CH2:8][C:9]2[N:14]=[C:13]([C:15]([OH:17])=[O:16])[CH:12]=[CH:11][CH:10]=2)[CH:7]=1.ClC(Cl)(Cl)C(=N)O[C:23]([CH3:26])([CH3:25])[CH3:24]. (4) Given the product [N:23]1[CH:24]=[CH:25][CH:26]=[C:21]([C:19]2[O:18][N:17]=[C:16]([CH2:15][NH:14][C:13]3[C:12]4[C:7](=[CH:8][CH:9]=[CH:10][CH:11]=4)[N:6]=[CH:5][C:4]=3[NH2:1])[CH:20]=2)[CH:22]=1, predict the reactants needed to synthesize it. The reactants are: [N+:1]([C:4]1[CH:5]=[N:6][C:7]2[C:12]([C:13]=1[NH:14][CH2:15][C:16]1[CH:20]=[C:19]([C:21]3[CH:22]=[N:23][CH:24]=[CH:25][CH:26]=3)[O:18][N:17]=1)=[CH:11][CH:10]=[CH:9][CH:8]=2)([O-])=O.